Dataset: NCI-60 drug combinations with 297,098 pairs across 59 cell lines. Task: Regression. Given two drug SMILES strings and cell line genomic features, predict the synergy score measuring deviation from expected non-interaction effect. Cell line: PC-3. Drug 2: CCCCCOC(=O)NC1=NC(=O)N(C=C1F)C2C(C(C(O2)C)O)O. Drug 1: CNC(=O)C1=CC=CC=C1SC2=CC3=C(C=C2)C(=NN3)C=CC4=CC=CC=N4. Synergy scores: CSS=-4.08, Synergy_ZIP=1.20, Synergy_Bliss=-2.07, Synergy_Loewe=-4.49, Synergy_HSA=-4.44.